Dataset: Full USPTO retrosynthesis dataset with 1.9M reactions from patents (1976-2016). Task: Predict the reactants needed to synthesize the given product. (1) Given the product [Cl:42][C:20]1[CH:19]=[C:18]([O:17][C:16]2[CH:15]=[CH:14][N:13]=[C:12]3[NH:8][N:9]=[C:10]([NH:43][CH:44]4[CH2:45][CH2:46][N:47]([CH3:50])[CH2:48][CH2:49]4)[C:11]=23)[C:23]([F:24])=[CH:22][C:21]=1[NH:25][C:26]([C:28]1[C:29](=[O:41])[N:30]([C:34]2[CH:35]=[CH:36][C:37]([F:40])=[CH:38][CH:39]=2)[N:31]=[CH:32][CH:33]=1)=[O:27], predict the reactants needed to synthesize it. The reactants are: COC1C=CC(C[N:8]2[C:12]3=[N:13][CH:14]=[CH:15][C:16]([O:17][C:18]4[C:23]([F:24])=[CH:22][C:21]([NH:25][C:26]([C:28]5[C:29](=[O:41])[N:30]([C:34]6[CH:39]=[CH:38][C:37]([F:40])=[CH:36][CH:35]=6)[N:31]=[CH:32][CH:33]=5)=[O:27])=[C:20]([Cl:42])[CH:19]=4)=[C:11]3[C:10]([NH:43][CH:44]3[CH2:49][CH2:48][N:47]([CH3:50])[CH2:46][CH2:45]3)=[N:9]2)=CC=1. (2) Given the product [N:29]([CH2:32][CH2:33][CH2:34][NH:35][C:17](=[O:19])[CH2:16][O:15][C:10]1[CH:9]=[CH:8][C:7]([C:5](=[O:6])[C:3](=[CH2:4])[CH2:2][CH3:1])=[C:12]([Cl:13])[C:11]=1[Cl:14])=[N+:30]=[N-:31], predict the reactants needed to synthesize it. The reactants are: [CH3:1][CH2:2][C:3]([C:5]([C:7]1[CH:8]=[CH:9][C:10]([O:15][CH2:16][C:17]([OH:19])=O)=[C:11]([Cl:14])[C:12]=1[Cl:13])=[O:6])=[CH2:4].CC(C)N=C=NC(C)C.[N:29]([CH2:32][CH2:33][CH2:34][NH2:35])=[N+:30]=[N-:31].CO. (3) The reactants are: [F:1][C:2]1[CH:11]=[C:10]([OH:12])[CH:9]=[CH:8][C:3]=1[C:4]([O:6]C)=[O:5].[CH:13]1([CH:16](O)[CH3:17])[CH2:15][CH2:14]1.C1(P(C2C=CC=CC=2)C2C=CC=CC=2)C=CC=CC=1.N(C(OC(C)C)=O)=NC(OC(C)C)=O.[OH-].[Na+]. Given the product [CH:13]1([CH2:16][CH2:17][O:12][C:10]2[CH:9]=[CH:8][C:3]([C:4]([OH:6])=[O:5])=[C:2]([F:1])[CH:11]=2)[CH2:15][CH2:14]1, predict the reactants needed to synthesize it. (4) Given the product [Cl:26][C:27]1[CH:33]=[CH:32][C:30]([NH:31][C:17](=[O:19])[CH2:16][C:13]2[C:14]3[C:9](=[CH:8][CH:7]=[C:6]([O:5][Si:4]([CH:23]([CH3:24])[CH3:25])([CH:1]([CH3:2])[CH3:3])[CH:20]([CH3:22])[CH3:21])[CH:15]=3)[CH:10]=[CH:11][CH:12]=2)=[CH:29][C:28]=1[C:34]([F:35])([F:36])[F:37], predict the reactants needed to synthesize it. The reactants are: [CH:1]([Si:4]([CH:23]([CH3:25])[CH3:24])([CH:20]([CH3:22])[CH3:21])[O:5][C:6]1[CH:15]=[C:14]2[C:9]([CH:10]=[CH:11][CH:12]=[C:13]2[CH2:16][C:17]([OH:19])=O)=[CH:8][CH:7]=1)([CH3:3])[CH3:2].[Cl:26][C:27]1[CH:33]=[CH:32][C:30]([NH2:31])=[CH:29][C:28]=1[C:34]([F:37])([F:36])[F:35].CN(C)CCCN=C=NCC.C(OC(=O)C)C. (5) Given the product [C:35]([NH:1][C:2]1[N:10]=[C:9]2[C:5]([NH:6][C:7](=[O:32])[N:8]2[C:11]2[CH:16]=[C:15]([O:17][CH2:18][C:19]3[C:24]([O:25][CH3:26])=[CH:23][CH:22]=[C:21]([F:27])[C:20]=3[F:28])[C:14]([O:29][CH3:30])=[CH:13][C:12]=2[Cl:31])=[C:4]([O:33][CH3:34])[N:3]=1)(=[O:37])[CH3:36], predict the reactants needed to synthesize it. The reactants are: [NH2:1][C:2]1[N:10]=[C:9]2[C:5]([NH:6][C:7](=[O:32])[N:8]2[C:11]2[CH:16]=[C:15]([O:17][CH2:18][C:19]3[C:24]([O:25][CH3:26])=[CH:23][CH:22]=[C:21]([F:27])[C:20]=3[F:28])[C:14]([O:29][CH3:30])=[CH:13][C:12]=2[Cl:31])=[C:4]([O:33][CH3:34])[N:3]=1.[C:35](OC(=O)C)(=[O:37])[CH3:36]. (6) Given the product [OH:31][CH:14]([C:11]1[CH:12]=[CH:13][C:8]2[O:7][CH2:6][C:5](=[O:32])[N:4]([CH3:3])[C:9]=2[CH:10]=1)[CH2:15][N:16]1[CH2:17][CH:18]=[C:19]([C:22]2[C:30]3[C:25](=[N:26][CH:27]=[CH:28][CH:29]=3)[NH:24][CH:23]=2)[CH2:20][CH2:21]1, predict the reactants needed to synthesize it. The reactants are: [BH4-].[Na+].[CH3:3][N:4]1[C:9]2[CH:10]=[C:11]([C:14](=[O:31])[CH2:15][N:16]3[CH2:21][CH:20]=[C:19]([C:22]4[C:30]5[C:25](=[N:26][CH:27]=[CH:28][CH:29]=5)[NH:24][CH:23]=4)[CH2:18][CH2:17]3)[CH:12]=[CH:13][C:8]=2[O:7][CH2:6][C:5]1=[O:32].